The task is: Predict the reaction yield, written as a fraction of the theoretical maximum amount of product (1.0 means a 100% yield; for example, 0.34 means a 34% yield).. This data is from Reaction yield outcomes from USPTO patents with 853,638 reactions. (1) The reactants are Cl.[NH:2]1[CH:6]=[C:5]([CH2:7][CH2:8][O:9][C:10]2[CH:11]=[C:12]3[C:17](=[CH:18][CH:19]=2)[C:16](=[O:20])[CH2:15][CH2:14][CH2:13]3)[N:4]=[CH:3]1.[CH3:21][C:22]1[CH:26]=[CH:25][S:24][C:23]=1[CH:27]=O. The catalyst is [OH-].[K+].CCO. The product is [NH:2]1[CH:6]=[C:5]([CH2:7][CH2:8][O:9][C:10]2[CH:11]=[C:12]3[C:17](=[CH:18][CH:19]=2)[C:16](=[O:20])[C:15](=[CH:27][C:23]2[S:24][CH:25]=[CH:26][C:22]=2[CH3:21])[CH2:14][CH2:13]3)[N:4]=[CH:3]1. The yield is 0.630. (2) The reactants are [CH2:1]([N:8]1[C:16]2[C:11](=[C:12]([N+:17]([O-])=O)[CH:13]=[CH:14][CH:15]=2)[CH:10]=[N:9]1)[C:2]1[CH:7]=[CH:6][CH:5]=[CH:4][CH:3]=1.[NH4+].[Cl-]. The catalyst is CCO.O.[Fe]. The product is [CH2:1]([N:8]1[C:16]2[CH:15]=[CH:14][CH:13]=[C:12]([NH2:17])[C:11]=2[CH:10]=[N:9]1)[C:2]1[CH:3]=[CH:4][CH:5]=[CH:6][CH:7]=1. The yield is 0.610.